This data is from Aqueous solubility values for 9,982 compounds from the AqSolDB database. The task is: Regression/Classification. Given a drug SMILES string, predict its absorption, distribution, metabolism, or excretion properties. Task type varies by dataset: regression for continuous measurements (e.g., permeability, clearance, half-life) or binary classification for categorical outcomes (e.g., BBB penetration, CYP inhibition). For this dataset (solubility_aqsoldb), we predict Y. The Y is -2.18 log mol/L. The compound is S=c1[nH]c2ccccc2o1.